This data is from Reaction yield outcomes from USPTO patents with 853,638 reactions. The task is: Predict the reaction yield, written as a fraction of the theoretical maximum amount of product (1.0 means a 100% yield; for example, 0.34 means a 34% yield). The reactants are [C:1](OC(=O)C)(=[O:3])[CH3:2].[OH:8][C:9]1[CH:18]=[C:17]([OH:19])[CH:16]=[CH:15][C:10]=1[C:11]([O:13][CH3:14])=[O:12].O. The catalyst is B(F)(F)F.CCOCC. The product is [C:1]([C:16]1[C:17]([OH:19])=[CH:18][C:9]([OH:8])=[C:10]([CH:15]=1)[C:11]([O:13][CH3:14])=[O:12])(=[O:3])[CH3:2]. The yield is 0.420.